This data is from Peptide-MHC class II binding affinity with 134,281 pairs from IEDB. The task is: Regression. Given a peptide amino acid sequence and an MHC pseudo amino acid sequence, predict their binding affinity value. This is MHC class II binding data. (1) The peptide sequence is YDKNLANVSTVLTGK. The MHC is DRB1_0405 with pseudo-sequence DRB1_0405. The binding affinity (normalized) is 0.433. (2) The peptide sequence is RIVVPCREQDELIGR. The MHC is DRB3_0202 with pseudo-sequence DRB3_0202. The binding affinity (normalized) is 0.379. (3) The peptide sequence is PHPLEKKITQWLETKGV. The MHC is DRB1_0405 with pseudo-sequence DRB1_0405. The binding affinity (normalized) is 0.137. (4) The binding affinity (normalized) is 0.515. The peptide sequence is RSLSNKIKQKTKQIG. The MHC is DRB1_1101 with pseudo-sequence DRB1_1101. (5) The peptide sequence is GGSILKISNKYHTKG. The MHC is HLA-DQA10501-DQB10301 with pseudo-sequence HLA-DQA10501-DQB10301. The binding affinity (normalized) is 0.401. (6) The peptide sequence is YDKFLANVSTYLTGK. The MHC is DRB1_0802 with pseudo-sequence DRB1_0802. The binding affinity (normalized) is 0.762. (7) The peptide sequence is DWLNKYSYYPEDPVK. The MHC is DRB1_0801 with pseudo-sequence DRB1_0801. The binding affinity (normalized) is 0.458.